Regression. Given two drug SMILES strings and cell line genomic features, predict the synergy score measuring deviation from expected non-interaction effect. From a dataset of NCI-60 drug combinations with 297,098 pairs across 59 cell lines. (1) Drug 1: C1=NC2=C(N=C(N=C2N1C3C(C(C(O3)CO)O)O)F)N. Drug 2: CCN(CC)CCCC(C)NC1=C2C=C(C=CC2=NC3=C1C=CC(=C3)Cl)OC. Cell line: HL-60(TB). Synergy scores: CSS=60.7, Synergy_ZIP=-2.93, Synergy_Bliss=-2.59, Synergy_Loewe=0.911, Synergy_HSA=-0.645. (2) Drug 1: CS(=O)(=O)OCCCCOS(=O)(=O)C. Drug 2: CC(C)CN1C=NC2=C1C3=CC=CC=C3N=C2N. Cell line: TK-10. Synergy scores: CSS=6.82, Synergy_ZIP=-2.53, Synergy_Bliss=-2.25, Synergy_Loewe=-0.678, Synergy_HSA=-2.49. (3) Drug 1: CCC1=CC2CC(C3=C(CN(C2)C1)C4=CC=CC=C4N3)(C5=C(C=C6C(=C5)C78CCN9C7C(C=CC9)(C(C(C8N6C)(C(=O)OC)O)OC(=O)C)CC)OC)C(=O)OC. Drug 2: CCN(CC)CCNC(=O)C1=C(NC(=C1C)C=C2C3=C(C=CC(=C3)F)NC2=O)C. Cell line: NCI-H460. Synergy scores: CSS=58.3, Synergy_ZIP=7.48, Synergy_Bliss=6.41, Synergy_Loewe=8.98, Synergy_HSA=10.3. (4) Drug 1: CN(CC1=CN=C2C(=N1)C(=NC(=N2)N)N)C3=CC=C(C=C3)C(=O)NC(CCC(=O)O)C(=O)O. Drug 2: CC1=C(C=C(C=C1)C(=O)NC2=CC(=CC(=C2)C(F)(F)F)N3C=C(N=C3)C)NC4=NC=CC(=N4)C5=CN=CC=C5. Cell line: SK-MEL-5. Synergy scores: CSS=2.80, Synergy_ZIP=0.289, Synergy_Bliss=1.72, Synergy_Loewe=-0.639, Synergy_HSA=-0.318.